This data is from Experimentally validated miRNA-target interactions with 360,000+ pairs, plus equal number of negative samples. The task is: Binary Classification. Given a miRNA mature sequence and a target amino acid sequence, predict their likelihood of interaction. (1) The miRNA is hsa-miR-7162-3p with sequence UCUGAGGUGGAACAGCAGC. Result: 0 (no interaction). The protein sequence of the target gene is MVTVMPLEMEKTISKLMFDFQRSSTSDDDSGCALEEYAWVPPGLKPEQVHQYYSCLPEEKVPYVNSAGEKLRIKQLLHQLPPHDNEVRYCNSLDEEEKRELKLFSNQRKRENLGRGNVRPFPVTMTGAICEQCGGQIKGGDIAVFASRAGHGICWHPPCFVCTVCNELLVDLIYFYQDGKIYCGRHHAECLKPRCAACDEIIFADECTEAEGRHWHMRHFCCFECETVLGGQRYIMKEGRPYCCHCFESLYAEYCDTCAQHIGIDQGQMTYDGQHWHATETCFCCAHCKKSLLGRPFLPK.... (2) The miRNA is mmu-miR-547-3p with sequence CUUGGUACAUCUUUGAGUGAG. The protein sequence of the target gene is MASLLARMGNSRRQNAAFMPFAHSMLRALGRSLGPLIANIAERNIQSFSGRAELGPGEETFENWLSQVHEVLPDWPMSEEEKIKRLMRTLRGPAREAMRLFQADNPNLNVAEFLRAMKLLFGASESSITAHGKFLSTLQAQGEKPSLYVIRLEVQLQNAIQAGVLPQSEANRTRLHQLLVGAELSRELRTKLKGLLQMHAHNEQENLPDFLELIRMIREEEDWDETFLRNKRPRRSETVMERAASPVVFQGSLPIVIGSADCNVIEIDDSQDDSDEDVILVEPEDPPLSSPGASSLRGTA.... Result: 0 (no interaction). (3) Result: 1 (interaction). The miRNA is hsa-miR-6845-3p with sequence CCUCUCCUCCCUGUGCCCCAG. The protein sequence of the target gene is MGDMANNSVAYSGVKNSLKEANHDGDFGITLAELRALMELRSTDALRKIQESYGDVYGICTKLKTSPNEGLSGNPADLERREAVFGKNFIPPKKPKTFLQLVWEALQDVTLIILEIAAIVSLGLSFYQPPEGDNALCGEVSVGEEEGEGETGWIEGAAILLSVVCVVLVTAFNDWSKEKQFRGLQSRIEQEQKFTVIRGGQVIQIPVADITVGDIAQVKYGDLLPADGILIQGNDLKIDESSLTGESDHVKKSLDKDPLLLSGTHVMEGSGRMVVTAVGVNSQTGIIFTLLGAGGEEEEK.... (4) The miRNA is hsa-miR-6849-3p with sequence ACCAGCCUGUGUCCACCUCCAG. The protein sequence of the target gene is MHLLGFFSVACSLLAAALLPGPREAPAAAAAFESGLDLSDAEPDAGEATAYASKDLEEQLRSVSSVDELMTVLYPEYWKMYKCQLRKGGWQHNREQANLNSRTEETIKFAAAHYNTEILKSIDNEWRKTQCMPREVCIDVGKEFGVATNTFFKPPCVSVYRCGGCCNSEGLQCMNTSTSYLSKTLFEITVPLSQGPKPVTISFANHTSCRCMSKLDVYRQVHSIIRRSLPATLPQCQAANKTCPTNYMWNNHICRCLAQEDFMFSSDAGDDSTDGFHDICGPNKELDEETCQCVCRAGLR.... Result: 1 (interaction). (5) The miRNA is hsa-miR-6797-5p with sequence AGGAGGGAAGGGGCUGAGAACAGGA. The protein sequence of the target gene is MLLYRGAPAGPGAPGCGLARPGGGPQAFGIRLSTMSPRYLQSNSSSHTRPFSAIAELLDNAVDPDVSARTVFIDVEEVKNKSCLTFTDDGCGMTPHKLHRMLSFGFTDKVIKKSQCPIGVFGNGFKSGSMRLGKDALVFTKNGGTLTVGLLSQTYLECVQAQAVIVPIVPFNQQNKKMIITEDSLPSLEAILNYSIFNRENDLLAQFDAIPGKKGTRVLIWNIRRNKNGKSELDFDTDQYDILVSDFDTEEKMTGGVTSELPETEYSLRAFCGILYMKPRMKIFLRQKKVTTQMIAKSLA.... Result: 1 (interaction). (6) The miRNA is hsa-miR-6077 with sequence GGGAAGAGCUGUACGGCCUUC. The protein sequence of the target gene is MAIQFRSLFPLALPGMLALLGWWWFFSRKKGHVSSHDEQQVEAGAVQLRADPAIKEPLPVEDVCPKVVSTPPSVTEPPEKELSTVSKLPAEPPALLQTHPPCRRSESSGILPNTTDMRLRPGTRRDDSTKLELALTGGEAKSIPLECPLSSPKGVLFSSKSAEVCKQDSPFSRVPRKVQPGYPVVPAEKRSSGERARETGGAEGTGDAVLGEKVLEEALLSREHVLELENSKGPSLASLEGEEDKGKSSSSQVVGPVQEEEYVAEKLPSRFIESAHTELAKDDAAPAPPVADAKAQDRGV.... Result: 1 (interaction).